Task: Predict the product of the given reaction.. Dataset: Forward reaction prediction with 1.9M reactions from USPTO patents (1976-2016) (1) The product is: [CH2:1]([O:8][C:9]1[CH:10]=[C:11]([C:15]2[N:19]([C:20]3[CH:25]=[CH:24][CH:23]=[C:22]([Cl:26])[CH:21]=3)[N:18]=[C:17]([C:27]([OH:29])=[O:28])[CH:16]=2)[CH:12]=[CH:13][CH:14]=1)[C:2]1[CH:7]=[CH:6][CH:5]=[CH:4][CH:3]=1. Given the reactants [CH2:1]([O:8][C:9]1[CH:10]=[C:11]([C:15]2[N:19]([C:20]3[CH:25]=[CH:24][CH:23]=[C:22]([Cl:26])[CH:21]=3)[N:18]=[C:17]([C:27]([O:29]CC)=[O:28])[CH:16]=2)[CH:12]=[CH:13][CH:14]=1)[C:2]1[CH:7]=[CH:6][CH:5]=[CH:4][CH:3]=1.ClC1C=C(N2C(C3C=C(F)C=C(Cl)C=3)=CC(C(O)=O)=N2)C=CC=1F, predict the reaction product. (2) Given the reactants [I-:1].[Na+].Cl[CH2:4][C:5](=[CH2:20])[CH2:6][O:7][C:8]1[CH:17]=[CH:16][C:11]([C:12]([O:14][CH3:15])=[O:13])=[CH:10][C:9]=1[CH:18]=[O:19], predict the reaction product. The product is: [I:1][CH2:4][C:5](=[CH2:20])[CH2:6][O:7][C:8]1[CH:17]=[CH:16][C:11]([C:12]([O:14][CH3:15])=[O:13])=[CH:10][C:9]=1[CH:18]=[O:19]. (3) Given the reactants C1(S([N:10]2[C:18]3[C:13](=[CH:14][C:15]([C:19]4[N:20]([CH2:30][CH3:31])[N:21]=[C:22]([C:24]5[CH:29]=[CH:28][CH:27]=[CH:26][CH:25]=5)[CH:23]=4)=[CH:16][CH:17]=3)[CH:12]=[C:11]2[C:32]2[C:37]([F:38])=[CH:36][CH:35]=[CH:34][C:33]=2[F:39])(=O)=O)C=CC=CC=1.[OH-].[Na+].Cl, predict the reaction product. The product is: [F:38][C:37]1[CH:36]=[CH:35][CH:34]=[C:33]([F:39])[C:32]=1[C:11]1[NH:10][C:18]2[C:13]([CH:12]=1)=[CH:14][C:15]([C:19]1[N:20]([CH2:30][CH3:31])[N:21]=[C:22]([C:24]3[CH:25]=[CH:26][CH:27]=[CH:28][CH:29]=3)[CH:23]=1)=[CH:16][CH:17]=2. (4) Given the reactants Cl.[NH2:2][C@@H:3]1[CH2:7][CH2:6][CH2:5][C@@H:4]1[NH:8][C:9](=[O:21])[C:10]1[CH:15]=[CH:14][CH:13]=[CH:12][C:11]=1[N:16]1[N:20]=[CH:19][CH:18]=[N:17]1.Cl[C:23]1[S:24][C:25]2[CH:31]=[C:30]([F:32])[CH:29]=[CH:28][C:26]=2[N:27]=1.CCN(C(C)C)C(C)C, predict the reaction product. The product is: [NH3:2].[F:32][C:30]1[CH:29]=[CH:28][C:26]2[N:27]=[C:23]([NH:2][C@@H:3]3[CH2:7][CH2:6][CH2:5][C@@H:4]3[NH:8][C:9](=[O:21])[C:10]3[CH:15]=[CH:14][CH:13]=[CH:12][C:11]=3[N:16]3[N:17]=[CH:18][CH:19]=[N:20]3)[S:24][C:25]=2[CH:31]=1. (5) Given the reactants [F:1][C:2]([F:28])([F:27])[O:3][C:4]1[CH:5]=[C:6]([C:10]2[N:14]3[N:15]=[C:16]([NH:19][C@H:20]4[CH2:25][CH2:24][C@H:23]([NH2:26])[CH2:22][CH2:21]4)[CH:17]=[CH:18][C:13]3=[N:12][CH:11]=2)[CH:7]=[CH:8][CH:9]=1.CCN(C(C)C)C(C)C.[CH3:38][S:39](Cl)(=[O:41])=[O:40], predict the reaction product. The product is: [F:28][C:2]([F:1])([F:27])[O:3][C:4]1[CH:5]=[C:6]([C:10]2[N:14]3[N:15]=[C:16]([NH:19][C@H:20]4[CH2:21][CH2:22][C@H:23]([NH:26][S:39]([CH3:38])(=[O:41])=[O:40])[CH2:24][CH2:25]4)[CH:17]=[CH:18][C:13]3=[N:12][CH:11]=2)[CH:7]=[CH:8][CH:9]=1. (6) Given the reactants [CH3:1][C:2]1([N:15]2[CH2:20][CH2:19][N:18]([CH:21]3[C:29]4[C:24](=[CH:25][CH:26]=[C:27]([C:30]([F:33])([F:32])[F:31])[CH:28]=4)[CH2:23][CH2:22]3)[C@@H:17]([CH3:34])[CH2:16]2)[CH2:7][CH2:6][N:5](C(OC(C)(C)C)=O)[CH2:4][CH2:3]1.Cl, predict the reaction product. The product is: [CH3:34][C@H:17]1[CH2:16][N:15]([C:2]2([CH3:1])[CH2:3][CH2:4][NH:5][CH2:6][CH2:7]2)[CH2:20][CH2:19][N:18]1[CH:21]1[C:29]2[C:24](=[CH:25][CH:26]=[C:27]([C:30]([F:33])([F:31])[F:32])[CH:28]=2)[CH2:23][CH2:22]1. (7) Given the reactants [C:1]([O:5][C:6](=[O:24])[NH:7][C@@H:8]([CH2:17][C:18]1[CH:23]=[CH:22][CH:21]=[CH:20]C=1)C(N1CCCCO1)=O)([CH3:4])([CH3:3])[CH3:2].[C:25]([O:29]C(N[C@H](C(O)=O)C(C)(C)C)=O)(C)(C)C.F[C:42](F)(F)C(O)=O.C(O[C:56]([NH:58][C@H:59]([C:63]([N:65](C)[C@@H:66]([C@@H](C)CC)[C@H:67](OC)[CH2:68][C:69]([O:71]C(C)(C)C)=O)=[O:64])[CH:60]([CH3:62])[CH3:61])=[O:57])C1C=CC=CC=1, predict the reaction product. The product is: [CH3:42][C:60]([CH3:61])([CH3:62])[C@H:59]([NH:58][C:56](=[O:57])[C@H:21]([CH3:20])[C@H:22]([C@@H:23]1[CH2:18][CH2:17][CH2:8][N:7]1[C:6]([O:5][C:1]([CH3:2])([CH3:3])[CH3:4])=[O:24])[O:29][CH3:25])[C:63]([N:65]1[CH2:66][CH2:67][CH2:68][CH2:69][O:71]1)=[O:64]. (8) Given the reactants [NH2:1][C@H:2]1[CH2:7][CH2:6][C@H:5]([OH:8])[CH2:4][CH2:3]1.C1N=CN([C:14](N2C=NC=C2)=[O:15])C=1.[CH:21]1([O:26][C:27]2[CH:32]=[CH:31][C:30]([NH:33][CH2:34][CH:35](OCC)OCC)=[CH:29][CH:28]=2)[CH2:25][CH2:24][CH2:23][CH2:22]1.C(O)(C(F)(F)F)=O, predict the reaction product. The product is: [CH:21]1([O:26][C:27]2[CH:28]=[CH:29][C:30]([N:33]3[CH:34]=[CH:35][N:1]([C@H:2]4[CH2:7][CH2:6][C@H:5]([OH:8])[CH2:4][CH2:3]4)[C:14]3=[O:15])=[CH:31][CH:32]=2)[CH2:22][CH2:23][CH2:24][CH2:25]1. (9) Given the reactants [Cl-].[CH3:2][S+](C)(C)=O.[Cl:7][C:8]1[C:13]([CH2:14][C:15](=[O:20])[C:16]([CH3:19])([CH3:18])[CH3:17])=[CH:12][CH:11]=[CH:10][N:9]=1, predict the reaction product. The product is: [C:16]([C:15]1([CH2:14][C:13]2[C:8]([Cl:7])=[N:9][CH:10]=[CH:11][CH:12]=2)[CH2:2][O:20]1)([CH3:17])([CH3:19])[CH3:18].